This data is from Forward reaction prediction with 1.9M reactions from USPTO patents (1976-2016). The task is: Predict the product of the given reaction. (1) The product is: [Cl:1][C:2]1[CH:3]=[CH:4][C:5]([CH3:20])=[C:6]([NH:8]/[C:9](=[N:11]\[C:12]2[C:13]([CH3:19])=[N:14][N:15]([CH3:18])[C:16]=2[CH3:17])/[S:10][CH3:21])[CH:7]=1. Given the reactants [Cl:1][C:2]1[CH:3]=[CH:4][C:5]([CH3:20])=[C:6]([NH:8][C:9]([NH:11][C:12]2[C:13]([CH3:19])=[N:14][N:15]([CH3:18])[C:16]=2[CH3:17])=[S:10])[CH:7]=1.[CH3:21]I, predict the reaction product. (2) Given the reactants [Cl:1][C:2]1[N:3]=[C:4]2[NH:12][C@H:11]([C:13]([F:16])([F:15])[F:14])[CH2:10][CH2:9][N:5]2[C:6](=[O:8])[CH:7]=1.[H-].[Na+].Br.Br[CH2:21][C:22]([C:24]1[CH:25]=[N:26][C:27]([CH3:30])=[CH:28][CH:29]=1)=[O:23], predict the reaction product. The product is: [Cl:1][C:2]1[N:3]=[C:4]2[N:12]([CH2:21][C:22]([C:24]3[CH:25]=[N:26][C:27]([CH3:30])=[CH:28][CH:29]=3)=[O:23])[C@H:11]([C:13]([F:14])([F:15])[F:16])[CH2:10][CH2:9][N:5]2[C:6](=[O:8])[CH:7]=1. (3) Given the reactants [OH:1][CH2:2][CH2:3][O:4][C:5]([C:7]1[N:8]([CH2:24][C:25]2[CH:30]=[CH:29][C:28]([C:31]([F:34])([F:33])[F:32])=[CH:27][CH:26]=2)[CH:9]=[C:10]([NH:12][C:13]([NH:15][C:16]2[CH:21]=[CH:20][C:19]([Cl:22])=[CH:18][C:17]=2[CH3:23])=[O:14])[N:11]=1)=[O:6].C(N(CC)CC)C.[Br:42][CH2:43][C:44](Cl)=[O:45].C(=O)(O)[O-].[Na+], predict the reaction product. The product is: [Br:42][CH2:43][C:44]([O:1][CH2:2][CH2:3][O:4][C:5]([C:7]1[N:8]([CH2:24][C:25]2[CH:26]=[CH:27][C:28]([C:31]([F:33])([F:32])[F:34])=[CH:29][CH:30]=2)[CH:9]=[C:10]([NH:12][C:13]([NH:15][C:16]2[CH:21]=[CH:20][C:19]([Cl:22])=[CH:18][C:17]=2[CH3:23])=[O:14])[N:11]=1)=[O:6])=[O:45]. (4) Given the reactants [CH3:1][O:2][C:3](=[O:19])[CH:4]([O:16][CH2:17][CH3:18])[CH2:5][C:6]1[C:11]2[S:12][CH:13]=[CH:14][C:10]=2[C:9]([OH:15])=[CH:8][CH:7]=1.[CH3:20][O:21][C:22]1[CH:27]=[CH:26][C:25]([C:28]2[O:29][C:30]([CH3:36])=[C:31]([CH2:33][CH2:34]O)[N:32]=2)=[CH:24][CH:23]=1.C1(P(C2C=CC=CC=2)C2C=CC=CC=2)C=CC=CC=1.N(C(OCC)=O)=NC(OCC)=O, predict the reaction product. The product is: [CH3:1][O:2][C:3](=[O:19])[CH:4]([O:16][CH2:17][CH3:18])[CH2:5][C:6]1[C:11]2[S:12][CH:13]=[CH:14][C:10]=2[C:9]([O:15][CH2:34][CH2:33][C:31]2[N:32]=[C:28]([C:25]3[CH:26]=[CH:27][C:22]([O:21][CH3:20])=[CH:23][CH:24]=3)[O:29][C:30]=2[CH3:36])=[CH:8][CH:7]=1.